Dataset: Peptide-MHC class I binding affinity with 185,985 pairs from IEDB/IMGT. Task: Regression. Given a peptide amino acid sequence and an MHC pseudo amino acid sequence, predict their binding affinity value. This is MHC class I binding data. The peptide sequence is LLCLIFLLV. The MHC is HLA-A02:06 with pseudo-sequence HLA-A02:06. The binding affinity (normalized) is 0.429.